From a dataset of Forward reaction prediction with 1.9M reactions from USPTO patents (1976-2016). Predict the product of the given reaction. (1) Given the reactants [C:1]([C:3]1[CH:8]=[C:7]([C:9]2[CH:10]=[N:11][C:12]([C:15]([F:18])([F:17])[F:16])=[CH:13][CH:14]=2)[N:6]=[CH:5][C:4]=1[C:19]([O:21][CH3:22])=[O:20])#[N:2].[ClH:23], predict the reaction product. The product is: [ClH:23].[NH2:2][CH2:1][C:3]1[CH:8]=[C:7]([C:9]2[CH:10]=[N:11][C:12]([C:15]([F:16])([F:17])[F:18])=[CH:13][CH:14]=2)[N:6]=[CH:5][C:4]=1[C:19]([O:21][CH3:22])=[O:20]. (2) Given the reactants [C:1]([O-:13])(=[O:12])[CH:2]([CH:4](CC([O-])=O)[C:5]([O-:7])=[O:6])O.[C:14]([O-:18])(=[O:17])[CH:15]=[O:16].C(O)(=O)CC(CC(O)=O)(C(O)=O)O, predict the reaction product. The product is: [C:1]([O-:13])(=[O:12])[CH2:2][CH2:4][C:5]([O-:7])=[O:6].[C:14]([O-:18])(=[O:17])[CH:15]=[O:16]. (3) The product is: [CH2:9]([C@@:12]1([CH3:39])[CH2:17][C@H:16]([C:18]2[CH:23]=[CH:22][CH:21]=[C:20]([Cl:24])[CH:19]=2)[C@@H:15]([C:25]2[CH:26]=[CH:27][C:28]([Cl:31])=[CH:29][CH:30]=2)[N:14]([C@@H:32]([C:35]([CH3:37])([CH3:38])[CH3:36])[CH2:33][OH:41])[C:13]1=[O:34])[CH:10]=[CH2:11]. Given the reactants [O-]S(C(F)(F)F)(=O)=O.[CH2:9]([C@@:12]1([CH3:39])[CH2:17][C@H:16]([C:18]2[CH:23]=[CH:22][CH:21]=[C:20]([Cl:24])[CH:19]=2)[C@@H:15]([C:25]2[CH:30]=[CH:29][C:28]([Cl:31])=[CH:27][CH:26]=2)[N+:14]2[C@@H:32]([C:35]([CH3:38])([CH3:37])[CH3:36])[CH2:33][O:34][C:13]1=2)[CH:10]=[CH2:11].C([O-])(O)=[O:41].[Na+], predict the reaction product. (4) Given the reactants [C:1]([O:5][C:6](=[O:38])[N:7]([CH3:37])[C@H:8]([C:10](=[O:36])[NH:11][C@@H:12]1[C:18](=[O:19])[N:17]([CH2:20][C:21]2[C:30]3[C:25](=[CH:26][CH:27]=[CH:28][CH:29]=3)[CH:24]=[CH:23][C:22]=2[CH3:31])[C:16]2[CH:32]=[CH:33][CH:34]=[CH:35][C:15]=2[NH:14][CH2:13]1)[CH3:9])([CH3:4])([CH3:3])[CH3:2].[CH3:39][N:40]=[C:41]=[O:42], predict the reaction product. The product is: [C:1]([O:5][C:6](=[O:38])[N:7]([CH3:37])[C@H:8]([C:10](=[O:36])[NH:11][C@@H:12]1[C:18](=[O:19])[N:17]([CH2:20][C:21]2[C:30]3[C:25](=[CH:26][CH:27]=[CH:28][CH:29]=3)[CH:24]=[CH:23][C:22]=2[CH3:31])[C:16]2[CH:32]=[CH:33][CH:34]=[CH:35][C:15]=2[N:14]([C:41](=[O:42])[NH:40][CH3:39])[CH2:13]1)[CH3:9])([CH3:4])([CH3:2])[CH3:3]. (5) Given the reactants [Br:1][C:2]1[CH:3]=[C:4]([CH:21]=[C:22]([CH2:24]O)[CH:23]=1)[CH2:5][O:6][C:7]1[CH:12]=[CH:11][CH:10]=[CH:9][C:8]=1[CH2:13][C:14]([O:16][C:17]([CH3:20])([CH3:19])[CH3:18])=[O:15].C1C=CC(P(C2C=CC=CC=2)C2C=CC=CC=2)=CC=1.C(Br)(Br)(Br)[Br:46], predict the reaction product. The product is: [Br:1][C:2]1[CH:3]=[C:4]([CH:21]=[C:22]([CH2:24][Br:46])[CH:23]=1)[CH2:5][O:6][C:7]1[CH:12]=[CH:11][CH:10]=[CH:9][C:8]=1[CH2:13][C:14]([O:16][C:17]([CH3:20])([CH3:19])[CH3:18])=[O:15].